From a dataset of Full USPTO retrosynthesis dataset with 1.9M reactions from patents (1976-2016). Predict the reactants needed to synthesize the given product. The reactants are: [F:1][C:2]1[CH:28]=[C:27]([N+:29]([O-])=O)[CH:26]=[CH:25][C:3]=1[O:4][C:5]1[CH:10]=[CH:9][N:8]=[CH:7][C:6]=1[C:11]#[C:12][CH2:13][N:14]1[CH2:18][C@@H:17]([N:19]2[CH2:23][CH2:22][CH2:21][CH2:20]2)[C@H:16]([OH:24])[CH2:15]1.CN(C=O)C.CCO. Given the product [NH2:29][C:27]1[CH:26]=[CH:25][C:3]([O:4][C:5]2[CH:10]=[CH:9][N:8]=[CH:7][C:6]=2[C:11]#[C:12][CH2:13][N:14]2[CH2:18][C@@H:17]([N:19]3[CH2:23][CH2:22][CH2:21][CH2:20]3)[C@H:16]([OH:24])[CH2:15]2)=[C:2]([F:1])[CH:28]=1, predict the reactants needed to synthesize it.